This data is from Catalyst prediction with 721,799 reactions and 888 catalyst types from USPTO. The task is: Predict which catalyst facilitates the given reaction. (1) Reactant: [CH3:1][C:2]1[O:6][N:5]=[C:4]([C:7]2[CH:12]=[CH:11][CH:10]=[CH:9][CH:8]=2)[C:3]=1[CH2:13][O:14][C:15]1[CH:20]=[CH:19][C:18]([S:21][CH3:22])=[CH:17][N:16]=1.C1(S(N2C(C3C=CC=CC=3)O2)(=O)=[O:30])C=CC=CC=1. Product: [CH3:22][S:21]([C:18]1[CH:19]=[CH:20][C:15]([O:14][CH2:13][C:3]2[C:4]([C:7]3[CH:8]=[CH:9][CH:10]=[CH:11][CH:12]=3)=[N:5][O:6][C:2]=2[CH3:1])=[N:16][CH:17]=1)=[O:30]. The catalyst class is: 4. (2) Reactant: C([O-])([O-])=O.[K+].[K+].[CH2:7]([NH2:9])[CH3:8].Cl[C:11]1[C:16]([N+:17]([O-:19])=[O:18])=[CH:15][N:14]=[C:13]([C:20]([F:23])([F:22])[F:21])[CH:12]=1. Product: [CH2:7]([NH:9][C:11]1[C:16]([N+:17]([O-:19])=[O:18])=[CH:15][N:14]=[C:13]([C:20]([F:23])([F:21])[F:22])[CH:12]=1)[CH3:8]. The catalyst class is: 577. (3) Reactant: [CH3:1][S:2]([C:5]1[CH:10]=[CH:9][C:8]([CH:11]([C:19]2[NH:23][C:22]([C:24]3[CH:29]=[C:28]([CH2:30][OH:31])[CH:27]=[CH:26][N:25]=3)=[CH:21][CH:20]=2)[CH2:12][CH:13]2[CH2:18][CH2:17][O:16][CH2:15][CH2:14]2)=[CH:7][CH:6]=1)(=[O:4])=[O:3].CC(OI1(OC(C)=O)(OC(C)=O)OC(=O)C2C=CC=CC1=2)=O. Product: [CH3:1][S:2]([C:5]1[CH:10]=[CH:9][C:8]([CH:11]([C:19]2[NH:23][C:22]([C:24]3[CH:29]=[C:28]([CH:30]=[O:31])[CH:27]=[CH:26][N:25]=3)=[CH:21][CH:20]=2)[CH2:12][CH:13]2[CH2:14][CH2:15][O:16][CH2:17][CH2:18]2)=[CH:7][CH:6]=1)(=[O:4])=[O:3]. The catalyst class is: 115. (4) Reactant: [Br:1][C:2]1[CH:3]=[C:4]([S:8][CH2:9][CH2:10][C:11]([OH:13])=O)[CH:5]=[CH:6][CH:7]=1.S(=O)(=O)(O)O. Product: [Br:1][C:2]1[CH:3]=[C:4]2[C:5]([C:11](=[O:13])[CH2:10][CH2:9][S:8]2)=[CH:6][CH:7]=1. The catalyst class is: 6. (5) Reactant: [CH2:1]([NH2:9])[CH2:2][C:3]1[CH:8]=[CH:7][CH:6]=[CH:5][CH:4]=1.[C:10]([O:14][C:15]([NH:17][CH2:18][CH2:19][CH2:20][CH2:21][CH2:22][C:23](O)=[O:24])=[O:16])([CH3:13])([CH3:12])[CH3:11].ON1C2C=CC=CC=2N=N1.Cl.CN(C)CCCN=C=NCC. Product: [C:10]([O:14][C:15](=[O:16])[NH:17][CH2:18][CH2:19][CH2:20][CH2:21][CH2:22][C:23](=[O:24])[NH:9][CH2:1][CH2:2][C:3]1[CH:8]=[CH:7][CH:6]=[CH:5][CH:4]=1)([CH3:13])([CH3:11])[CH3:12]. The catalyst class is: 9. (6) Reactant: [CH2:1]([O:3][C:4](=[O:13])[C:5]1[C:10](Cl)=[CH:9][C:8]([Cl:12])=[N:7][CH:6]=1)[CH3:2].[NH2:14][C:15]1[CH:20]=[CH:19][CH:18]=[CH:17][CH:16]=1. Product: [CH2:1]([O:3][C:4](=[O:13])[C:5]1[C:10]([NH:14][C:15]2[CH:20]=[CH:19][CH:18]=[CH:17][CH:16]=2)=[CH:9][C:8]([Cl:12])=[N:7][CH:6]=1)[CH3:2]. The catalyst class is: 12. (7) Reactant: C([O:3][C:4](=O)[C:5]1[C:10]([Br:11])=[C:9]([Br:12])[CH:8]=[N:7][CH:6]=1)C.[H-].C([Al+]CC(C)C)C(C)C.Cl. Product: [Br:11][C:10]1[C:9]([Br:12])=[CH:8][N:7]=[CH:6][C:5]=1[CH:4]=[O:3]. The catalyst class is: 2. (8) Reactant: Cl[C:2]1[N:7]=[C:6]([NH:8][C:9]2[CH:13]=[C:12]([CH3:14])[NH:11][N:10]=2)[N:5]2[CH:15]=[CH:16][N:17]=[C:4]2[CH:3]=1.[CH3:18][N:19]1[CH2:24][CH2:23][NH:22][CH2:21][CH2:20]1. Product: [CH3:18][N:19]1[CH2:24][CH2:23][N:22]([C:2]2[N:7]=[C:6]([NH:8][C:9]3[CH:13]=[C:12]([CH3:14])[NH:11][N:10]=3)[N:5]3[CH:15]=[CH:16][N:17]=[C:4]3[CH:3]=2)[CH2:21][CH2:20]1. The catalyst class is: 3.